From a dataset of NCI-60 drug combinations with 297,098 pairs across 59 cell lines. Regression. Given two drug SMILES strings and cell line genomic features, predict the synergy score measuring deviation from expected non-interaction effect. (1) Drug 1: CC1=C(C(=O)C2=C(C1=O)N3CC4C(C3(C2COC(=O)N)OC)N4)N. Drug 2: CCN(CC)CCNC(=O)C1=C(NC(=C1C)C=C2C3=C(C=CC(=C3)F)NC2=O)C. Cell line: NCI-H460. Synergy scores: CSS=64.3, Synergy_ZIP=2.85, Synergy_Bliss=1.69, Synergy_Loewe=3.56, Synergy_HSA=4.19. (2) Drug 1: C1=CC=C(C=C1)NC(=O)CCCCCCC(=O)NO. Drug 2: C(CCl)NC(=O)N(CCCl)N=O. Cell line: COLO 205. Synergy scores: CSS=31.0, Synergy_ZIP=-1.53, Synergy_Bliss=2.39, Synergy_Loewe=2.90, Synergy_HSA=5.98. (3) Drug 1: C1=NC2=C(N=C(N=C2N1C3C(C(C(O3)CO)O)F)Cl)N. Drug 2: CC1C(C(CC(O1)OC2CC(CC3=C2C(=C4C(=C3O)C(=O)C5=C(C4=O)C(=CC=C5)OC)O)(C(=O)CO)O)N)O.Cl. Cell line: SK-MEL-28. Synergy scores: CSS=32.2, Synergy_ZIP=-2.67, Synergy_Bliss=-0.747, Synergy_Loewe=-1.36, Synergy_HSA=1.14. (4) Drug 1: C1=CC=C(C=C1)NC(=O)CCCCCCC(=O)NO. Drug 2: CS(=O)(=O)CCNCC1=CC=C(O1)C2=CC3=C(C=C2)N=CN=C3NC4=CC(=C(C=C4)OCC5=CC(=CC=C5)F)Cl. Cell line: PC-3. Synergy scores: CSS=18.2, Synergy_ZIP=-3.69, Synergy_Bliss=-0.537, Synergy_Loewe=-15.3, Synergy_HSA=-0.0947. (5) Drug 1: CC1=C2C(C(=O)C3(C(CC4C(C3C(C(C2(C)C)(CC1OC(=O)C(C(C5=CC=CC=C5)NC(=O)OC(C)(C)C)O)O)OC(=O)C6=CC=CC=C6)(CO4)OC(=O)C)OC)C)OC. Drug 2: C1=CC(=CC=C1C#N)C(C2=CC=C(C=C2)C#N)N3C=NC=N3. Cell line: K-562. Synergy scores: CSS=39.8, Synergy_ZIP=1.56, Synergy_Bliss=-2.12, Synergy_Loewe=-41.2, Synergy_HSA=-1.55. (6) Drug 1: CC1OCC2C(O1)C(C(C(O2)OC3C4COC(=O)C4C(C5=CC6=C(C=C35)OCO6)C7=CC(=C(C(=C7)OC)O)OC)O)O. Drug 2: CC(C)(C#N)C1=CC(=CC(=C1)CN2C=NC=N2)C(C)(C)C#N. Cell line: OVCAR-5. Synergy scores: CSS=19.2, Synergy_ZIP=1.19, Synergy_Bliss=0.581, Synergy_Loewe=-0.0156, Synergy_HSA=-0.221. (7) Drug 2: COCCOC1=C(C=C2C(=C1)C(=NC=N2)NC3=CC=CC(=C3)C#C)OCCOC.Cl. Synergy scores: CSS=5.03, Synergy_ZIP=2.11, Synergy_Bliss=4.85, Synergy_Loewe=-0.390, Synergy_HSA=1.15. Cell line: NCIH23. Drug 1: CCCS(=O)(=O)NC1=C(C(=C(C=C1)F)C(=O)C2=CNC3=C2C=C(C=N3)C4=CC=C(C=C4)Cl)F.